This data is from Forward reaction prediction with 1.9M reactions from USPTO patents (1976-2016). The task is: Predict the product of the given reaction. (1) Given the reactants Cl[C:2]1[CH:3]=[C:4]([CH:28]=[CH:29][CH:30]=1)[O:5][C:6]1[CH:7]=[C:8]2[C:12](=[CH:13][CH:14]=1)[N:11]([C:15]1[CH:20]=[CH:19][C:18]([CH3:21])=[C:17]([N+:22]([O-:24])=[O:23])[CH:16]=1)[C:10]([C:25]([OH:27])=[O:26])=[CH:9]2.C(OC(C1N(C2C=CC(C)=C([N+]([O-])=O)C=2)C2C(C=1)=CC(O)=CC=2)=O)C.[F:56][C:57]([F:68])([F:67])C1C=C(B(O)O)C=CC=1, predict the reaction product. The product is: [F:56][C:57]([F:68])([F:67])[C:2]1[CH:3]=[C:4]([CH:28]=[CH:29][CH:30]=1)[O:5][C:6]1[CH:7]=[C:8]2[C:12](=[CH:13][CH:14]=1)[N:11]([C:15]1[CH:20]=[CH:19][C:18]([CH3:21])=[C:17]([N+:22]([O-:24])=[O:23])[CH:16]=1)[C:10]([C:25]([OH:27])=[O:26])=[CH:9]2. (2) Given the reactants [NH2:1][C:2]1[CH:10]=[CH:9][CH:8]=[C:7]([C:11]([F:14])([F:13])[F:12])[C:3]=1[C:4]([OH:6])=O.N1[CH:19]=[CH:18]N=C1.C(Cl)(=O)C.Cl.[NH2:25][CH:26]1[CH2:31][CH2:30][C:29](=[O:32])[NH:28][C:27]1=[O:33].P(OC1C=CC=CC=1)(OC1C=CC=CC=1)OC1C=CC=CC=1, predict the reaction product. The product is: [CH3:18][C:19]1[N:25]([CH:26]2[CH2:31][CH2:30][C:29](=[O:32])[NH:28][C:27]2=[O:33])[C:4](=[O:6])[C:3]2[C:2](=[CH:10][CH:9]=[CH:8][C:7]=2[C:11]([F:14])([F:13])[F:12])[N:1]=1. (3) Given the reactants [CH3:1][N:2]1[CH2:7][CH2:6][CH2:5][C:4]([CH2:24][C:25]([O:27][CH3:28])=[O:26])([NH:8][C:9]([C:11]2[O:12][C:13]([CH2:16][CH2:17][C:18]3[CH:23]=[CH:22][CH:21]=[CH:20][CH:19]=3)=[CH:14][CH:15]=2)=[O:10])[CH2:3]1.[CH3:29][I:30], predict the reaction product. The product is: [I-:30].[CH3:28][O:27][C:25](=[O:26])[CH2:24][C:4]1([NH:8][C:9]([C:11]2[O:12][C:13]([CH2:16][CH2:17][C:18]3[CH:23]=[CH:22][CH:21]=[CH:20][CH:19]=3)=[CH:14][CH:15]=2)=[O:10])[CH2:5][CH2:6][CH2:7][N+:2]([CH3:29])([CH3:1])[CH2:3]1. (4) Given the reactants Cl.[CH3:2][C:3]1[CH:12]=[CH:11][C:10]2[C:9]([NH:13][C:14]3[CH:15]=[CH:16][C:17]4[S:21][C:20]([CH3:22])=[N:19][C:18]=4[CH:23]=3)=[N:8][CH:7]=[CH:6][C:5]=2[C:4]=1[NH2:24].F[C:26]1[C:31]([C:32]2[N:37]=[CH:36][N:35]=[C:34]([NH:38][CH3:39])[CH:33]=2)=[CH:30][CH:29]=[CH:28][N:27]=1, predict the reaction product. The product is: [CH3:2][C:3]1[CH:12]=[CH:11][C:10]2[C:9]([NH:13][C:14]3[CH:15]=[CH:16][C:17]4[S:21][C:20]([CH3:22])=[N:19][C:18]=4[CH:23]=3)=[N:8][CH:7]=[CH:6][C:5]=2[C:4]=1[NH:24][C:26]1[C:31]([C:32]2[CH:33]=[C:34]([NH:38][CH3:39])[N:35]=[CH:36][N:37]=2)=[CH:30][CH:29]=[CH:28][N:27]=1. (5) Given the reactants [CH:1]1([NH:4][C:5](=[O:38])[C:6]2[CH:11]=[CH:10][C:9]([C:12]3[N:16]4[N:17]=[C:18]([O:28][C:29]5[CH:34]=[CH:33][CH:32]=[CH:31][C:30]=5[O:35]C)[CH:19]=[C:20]([NH:21][CH2:22][CH2:23][C:24]([F:27])([F:26])[F:25])[C:15]4=[N:14][CH:13]=3)=[CH:8][C:7]=2[CH3:37])[CH2:3][CH2:2]1.C[S-].[Na+].CN(C)C=O.[Cl-].[NH4+], predict the reaction product. The product is: [CH:1]1([NH:4][C:5](=[O:38])[C:6]2[CH:11]=[CH:10][C:9]([C:12]3[N:16]4[N:17]=[C:18]([O:28][C:29]5[CH:34]=[CH:33][CH:32]=[CH:31][C:30]=5[OH:35])[CH:19]=[C:20]([NH:21][CH2:22][CH2:23][C:24]([F:27])([F:25])[F:26])[C:15]4=[N:14][CH:13]=3)=[CH:8][C:7]=2[CH3:37])[CH2:2][CH2:3]1. (6) Given the reactants [O:1]1[C:5]2[CH:6]=[CH:7][CH:8]=[CH:9][C:4]=2[CH:3]=[C:2]1[CH2:10][O:11][C:12]1[CH:22]=[CH:21][C:15]([C:16](OCC)=[O:17])=[CH:14][CH:13]=1.[H-].[H-].[H-].[H-].[Li+].[Al+3], predict the reaction product. The product is: [O:1]1[C:5]2[CH:6]=[CH:7][CH:8]=[CH:9][C:4]=2[CH:3]=[C:2]1[CH2:10][O:11][C:12]1[CH:22]=[CH:21][C:15]([CH2:16][OH:17])=[CH:14][CH:13]=1. (7) Given the reactants [CH3:1][O:2][C:3](=[O:29])[C:4]1[CH:9]=[CH:8][C:7]([CH3:10])=[C:6]([N:11]2[C:16](=[O:17])[CH:15]=[C:14]([O:18][CH2:19][C:20]3[CH:25]=[CH:24][CH:23]=[C:22]([O:26][CH3:27])[CH:21]=3)[N:13]=[C:12]2[CH3:28])[CH:5]=1.[Cl:30]N1C(=O)CCC1=O, predict the reaction product. The product is: [CH3:1][O:2][C:3](=[O:29])[C:4]1[CH:9]=[CH:8][C:7]([CH3:10])=[C:6]([N:11]2[C:16](=[O:17])[C:15]([Cl:30])=[C:14]([O:18][CH2:19][C:20]3[CH:25]=[CH:24][CH:23]=[C:22]([O:26][CH3:27])[CH:21]=3)[N:13]=[C:12]2[CH3:28])[CH:5]=1.